This data is from Forward reaction prediction with 1.9M reactions from USPTO patents (1976-2016). The task is: Predict the product of the given reaction. (1) Given the reactants [Cl:1][C:2]1[CH:3]=[C:4]([C:10]2[C:11]([CH3:26])=[N:12][N:13]([CH2:16][C:17]3[CH:25]=[CH:24][C:20]([C:21](O)=[O:22])=[CH:19][CH:18]=3)[C:14]=2[CH3:15])[CH:5]=[CH:6][C:7]=1[C:8]#[N:9].S(Cl)([Cl:29])=O.CN(C=O)C, predict the reaction product. The product is: [Cl:1][C:2]1[CH:3]=[C:4]([C:10]2[C:11]([CH3:26])=[N:12][N:13]([CH2:16][C:17]3[CH:25]=[CH:24][C:20]([C:21]([Cl:29])=[O:22])=[CH:19][CH:18]=3)[C:14]=2[CH3:15])[CH:5]=[CH:6][C:7]=1[C:8]#[N:9]. (2) Given the reactants Cl[C:2]1[CH:7]=[N:6][CH:5]=[C:4]([Cl:8])[N:3]=1.[CH:9]([NH2:12])([CH3:11])[CH3:10].CCN(CC)CC, predict the reaction product. The product is: [Cl:8][C:4]1[N:3]=[C:2]([NH:12][CH:9]([CH3:11])[CH3:10])[CH:7]=[N:6][CH:5]=1. (3) Given the reactants [Cl:1][C:2]1[CH:3]=[C:4]([CH2:9][N:10]2[CH2:15][CH2:14][CH:13]([CH2:16][NH2:17])[CH2:12][CH2:11]2)[CH:5]=[CH:6][C:7]=1[Cl:8].[CH:18]1[C:30]2[CH:29]([CH2:31][O:32][C:33]([N:35]=[C:36]=[S:37])=[O:34])[C:28]3[C:23](=[CH:24][CH:25]=[CH:26][CH:27]=3)[C:22]=2[CH:21]=[CH:20][CH:19]=1, predict the reaction product. The product is: [Cl:1][C:2]1[CH:3]=[C:4]([CH2:9][N:10]2[CH2:11][CH2:12][CH:13]([CH2:16][NH:17][C:36](=[S:37])[NH:35][C:33]([O:32][CH2:31][CH:29]3[C:28]4[CH:27]=[CH:26][CH:25]=[CH:24][C:23]=4[C:22]4[C:30]3=[CH:18][CH:19]=[CH:20][CH:21]=4)=[O:34])[CH2:14][CH2:15]2)[CH:5]=[CH:6][C:7]=1[Cl:8]. (4) The product is: [F:2][C:3]1[CH:8]=[C:7]([N:9]2[CH2:13][C@H:12]([CH2:14][N:15]3[CH:19]=[CH:18][N:17]=[N:16]3)[O:11][C:10]2=[O:24])[CH:6]=[CH:5][C:4]=1[C:25]1[CH:26]=[CH:27][C:28]([CH2:31][NH:32][CH2:33][C:34]2[N:35]=[N:36][N:37]([CH2:39][C:40]3[CH:41]=[CH:42][C:43]([O:46][CH3:47])=[CH:44][CH:45]=3)[CH:38]=2)=[CH:29][CH:30]=1. Given the reactants Cl.[F:2][C:3]1[CH:8]=[C:7]([N:9]2[CH2:13][CH:12]([CH2:14][N:15]3[CH:19]=[C:18]([Si](C)(C)C)[N:17]=[N:16]3)[O:11][C:10]2=[O:24])[CH:6]=[CH:5][C:4]=1[C:25]1[CH:30]=[CH:29][C:28]([CH2:31][NH:32][CH2:33][C:34]2[N:35]=[N:36][N:37]([CH2:39][C:40]3[CH:45]=[CH:44][C:43]([O:46][CH3:47])=[CH:42][CH:41]=3)[CH:38]=2)=[CH:27][CH:26]=1.[F-].C([N+](CCCC)(CCCC)CCCC)CCC.C1COCC1, predict the reaction product. (5) Given the reactants [H-].[Na+].[NH2:3][C:4]1[CH:9]=[CH:8][CH:7]=[CH:6][CH:5]=1.[Cl:10][C:11]1[CH:16]=[C:15]([N+:17]([O-:19])=[O:18])[CH:14]=[CH:13][C:12]=1F.Cl, predict the reaction product. The product is: [Cl:10][C:11]1[CH:16]=[C:15]([N+:17]([O-:19])=[O:18])[CH:14]=[CH:13][C:12]=1[NH:3][C:4]1[CH:9]=[CH:8][CH:7]=[CH:6][CH:5]=1. (6) Given the reactants [H-].[Na+].[CH3:3][O:4][C:5]1[CH:12]=[CH:11][C:8]([CH2:9][OH:10])=[CH:7][CH:6]=1.C1OCCOCCOCCOCCOC1.[Cl:28][C:29]1[CH:38]=[C:37](Cl)[C:36]2[C:31](=[C:32]([Cl:42])[C:33]([O:40][CH3:41])=[CH:34][CH:35]=2)[N:30]=1, predict the reaction product. The product is: [Cl:28][C:29]1[CH:38]=[C:37]([O:10][CH2:9][C:8]2[CH:11]=[CH:12][C:5]([O:4][CH3:3])=[CH:6][CH:7]=2)[C:36]2[C:31](=[C:32]([Cl:42])[C:33]([O:40][CH3:41])=[CH:34][CH:35]=2)[N:30]=1. (7) Given the reactants C[O:2][C:3]1[C:12]([O:13]C)=[CH:11][C:10]([S:15]([C:18]2[CH:23]=[CH:22][C:21]([CH3:24])=[CH:20][CH:19]=2)(=[O:17])=[O:16])=[CH:9][C:4]=1[C:5]([O:7]C)=[O:6].O, predict the reaction product. The product is: [OH:2][C:3]1[C:12]([OH:13])=[CH:11][C:10]([S:15]([C:18]2[CH:23]=[CH:22][C:21]([CH3:24])=[CH:20][CH:19]=2)(=[O:17])=[O:16])=[CH:9][C:4]=1[C:5]([OH:7])=[O:6]. (8) The product is: [CH3:19][O:18][C:14](=[O:17])[CH2:15][CH2:16][NH:1][C:2]1[CH:3]=[C:4]([C:8]2[CH:9]=[CH:10][CH:11]=[CH:12][CH:13]=2)[CH:5]=[CH:6][CH:7]=1. Given the reactants [NH2:1][C:2]1[CH:3]=[C:4]([C:8]2[CH:13]=[CH:12][CH:11]=[CH:10][CH:9]=2)[CH:5]=[CH:6][CH:7]=1.[C:14]([O:18][CH3:19])(=[O:17])[CH:15]=[CH2:16], predict the reaction product. (9) Given the reactants [CH2:1]([S:3](Cl)(=[O:5])=[O:4])[CH3:2].[NH2:7][C:8]1[CH:28]=[CH:27][C:11]([O:12][C:13]2[CH:18]=[C:17]([Cl:19])[CH:16]=[CH:15][C:14]=2[NH:20][CH2:21][C:22]([O:24]CC)=[O:23])=[C:10]([Cl:29])[CH:9]=1.N1C=CC=CC=1, predict the reaction product. The product is: [Cl:19][C:17]1[CH:16]=[CH:15][C:14]([NH:20][CH2:21][C:22]([OH:24])=[O:23])=[C:13]([O:12][C:11]2[CH:27]=[CH:28][C:8]([NH:7][S:3]([CH2:1][CH3:2])(=[O:5])=[O:4])=[CH:9][C:10]=2[Cl:29])[CH:18]=1.